This data is from NCI-60 drug combinations with 297,098 pairs across 59 cell lines. The task is: Regression. Given two drug SMILES strings and cell line genomic features, predict the synergy score measuring deviation from expected non-interaction effect. (1) Drug 1: CC1C(C(=O)NC(C(=O)N2CCCC2C(=O)N(CC(=O)N(C(C(=O)O1)C(C)C)C)C)C(C)C)NC(=O)C3=C4C(=C(C=C3)C)OC5=C(C(=O)C(=C(C5=N4)C(=O)NC6C(OC(=O)C(N(C(=O)CN(C(=O)C7CCCN7C(=O)C(NC6=O)C(C)C)C)C)C(C)C)C)N)C. Drug 2: C1C(C(OC1N2C=NC(=NC2=O)N)CO)O. Cell line: MCF7. Synergy scores: CSS=10.9, Synergy_ZIP=-7.15, Synergy_Bliss=-6.26, Synergy_Loewe=-8.73, Synergy_HSA=-4.23. (2) Drug 2: C1CN(CCN1C(=O)CCBr)C(=O)CCBr. Synergy scores: CSS=10.5, Synergy_ZIP=-4.07, Synergy_Bliss=-2.05, Synergy_Loewe=-2.00, Synergy_HSA=-1.51. Drug 1: C1=NC2=C(N=C(N=C2N1C3C(C(C(O3)CO)O)O)F)N. Cell line: MDA-MB-435. (3) Drug 1: C1=CC(=CC=C1CCC2=CNC3=C2C(=O)NC(=N3)N)C(=O)NC(CCC(=O)O)C(=O)O. Drug 2: CC1C(C(CC(O1)OC2CC(OC(C2O)C)OC3=CC4=CC5=C(C(=O)C(C(C5)C(C(=O)C(C(C)O)O)OC)OC6CC(C(C(O6)C)O)OC7CC(C(C(O7)C)O)OC8CC(C(C(O8)C)O)(C)O)C(=C4C(=C3C)O)O)O)O. Cell line: CCRF-CEM. Synergy scores: CSS=48.6, Synergy_ZIP=1.75, Synergy_Bliss=-0.324, Synergy_Loewe=-11.0, Synergy_HSA=-0.528. (4) Drug 1: COC1=CC(=CC(=C1O)OC)C2C3C(COC3=O)C(C4=CC5=C(C=C24)OCO5)OC6C(C(C7C(O6)COC(O7)C8=CC=CS8)O)O. Drug 2: C#CCC(CC1=CN=C2C(=N1)C(=NC(=N2)N)N)C3=CC=C(C=C3)C(=O)NC(CCC(=O)O)C(=O)O. Cell line: HCC-2998. Synergy scores: CSS=35.2, Synergy_ZIP=-1.35, Synergy_Bliss=6.45, Synergy_Loewe=6.02, Synergy_HSA=5.91. (5) Drug 1: C1=C(C(=O)NC(=O)N1)N(CCCl)CCCl. Drug 2: CC1CCC2CC(C(=CC=CC=CC(CC(C(=O)C(C(C(=CC(C(=O)CC(OC(=O)C3CCCCN3C(=O)C(=O)C1(O2)O)C(C)CC4CCC(C(C4)OC)OCCO)C)C)O)OC)C)C)C)OC. Cell line: OVCAR-4. Synergy scores: CSS=21.1, Synergy_ZIP=-6.01, Synergy_Bliss=0.596, Synergy_Loewe=-4.96, Synergy_HSA=2.42.